From a dataset of Blood-brain barrier permeability classification from the B3DB database. Regression/Classification. Given a drug SMILES string, predict its absorption, distribution, metabolism, or excretion properties. Task type varies by dataset: regression for continuous measurements (e.g., permeability, clearance, half-life) or binary classification for categorical outcomes (e.g., BBB penetration, CYP inhibition). Dataset: b3db_classification. (1) The drug is CN1CCC(OC2c3ccccc3CCc3ccccc32)CC1. The result is 1 (penetrates BBB). (2) The compound is COC1C=COC2(C)Oc3c(C)c(O)c4c(O)c(c5c(c4c3C2=O)NC2(CCN(CC(C)C)CC2)N=5)=NC(=O)C(C)=CC=CC(C)C(O)C(C)C(O)C(C)C(OC(C)=O)C1C. The result is 0 (does not penetrate BBB).